Predict which catalyst facilitates the given reaction. From a dataset of Catalyst prediction with 721,799 reactions and 888 catalyst types from USPTO. (1) Reactant: [NH:1]1[CH2:6][CH2:5][O:4][CH2:3][CH2:2]1.Cl.C(N=C=NCCCN(C)C)C.[CH3:19][O:20][C:21]1[C:22](=[O:49])[C:23]([CH3:48])=[C:24]([CH2:30][C:31]2[C:32]([O:40][CH2:41][C:42]3[CH:47]=[CH:46][CH:45]=[CH:44][CH:43]=3)=[C:33]([CH:37]=[CH:38][CH:39]=2)[C:34](O)=[O:35])[C:25](=[O:29])[C:26]=1[O:27][CH3:28]. Product: [CH3:19][O:20][C:21]1[C:22](=[O:49])[C:23]([CH3:48])=[C:24]([CH2:30][C:31]2[C:32]([O:40][CH2:41][C:42]3[CH:43]=[CH:44][CH:45]=[CH:46][CH:47]=3)=[C:33]([CH:37]=[CH:38][CH:39]=2)[C:34]([N:1]2[CH2:6][CH2:5][O:4][CH2:3][CH2:2]2)=[O:35])[C:25](=[O:29])[C:26]=1[O:27][CH3:28]. The catalyst class is: 2. (2) Reactant: N1C=CC=CC=1.[NH2:7][C@@H:8]([C:13]([OH:15])=[O:14])[CH2:9][C:10]([OH:12])=[O:11].C[Si](Cl)(C)C.[C:21](Cl)(=[O:35])[CH2:22][CH2:23][CH2:24][CH2:25][CH2:26][CH2:27][CH2:28][CH2:29][CH2:30][CH2:31][CH2:32][CH2:33][CH3:34]. Product: [C:21]([NH:7][C@@H:8]([C:13]([OH:15])=[O:14])[CH2:9][C:10]([OH:12])=[O:11])(=[O:35])[CH2:22][CH2:23][CH2:24][CH2:25][CH2:26][CH2:27][CH2:28][CH2:29][CH2:30][CH2:31][CH2:32][CH2:33][CH3:34]. The catalyst class is: 4. (3) Reactant: [CH3:1][C:2]([CH3:9])([C:6]([OH:8])=O)[C:3]([OH:5])=[O:4].C(Cl)(=O)C(Cl)=O.Cl.[F:17][C:18]([F:49])([F:48])[C:19]1[CH:20]=[C:21]([CH:41]=[C:42]([C:44]([F:47])([F:46])[F:45])[CH:43]=1)[CH2:22][N:23]([CH3:40])[C:24]([C@@H:26]1[CH2:31][CH2:30][NH:29][CH2:28][C@H:27]1[C:32]1[CH:37]=[CH:36][C:35]([F:38])=[CH:34][C:33]=1[CH3:39])=[O:25].CCN(C(C)C)C(C)C.Cl. Product: [F:49][C:18]([F:17])([F:48])[C:19]1[CH:20]=[C:21]([CH:41]=[C:42]([C:44]([F:45])([F:46])[F:47])[CH:43]=1)[CH2:22][N:23]([CH3:40])[C:24]([C@@H:26]1[CH2:31][CH2:30][N:29]([C:6](=[O:8])[C:2]([CH3:1])([CH3:9])[C:3]([OH:5])=[O:4])[CH2:28][C@H:27]1[C:32]1[CH:37]=[CH:36][C:35]([F:38])=[CH:34][C:33]=1[CH3:39])=[O:25]. The catalyst class is: 198. (4) Reactant: [C:1]1([S:7]([N:10]2[C:18]3[C:13](=[CH:14][CH:15]=[C:16]([O:19][CH3:20])[CH:17]=3)[C:12]([CH2:21][C:22]3[N:27]=[C:26]([C:28]([OH:30])=O)[CH:25]=[CH:24][CH:23]=3)=[C:11]2[C:31]2[CH:36]=[CH:35][CH:34]=[CH:33][CH:32]=2)(=[O:9])=[O:8])[CH:6]=[CH:5][CH:4]=[CH:3][CH:2]=1.[CH3:37][S:38]([NH2:41])(=[O:40])=[O:39].Cl.C(N=C=NCCCN(C)C)C.Cl. Product: [C:1]1([S:7]([N:10]2[C:18]3[C:13](=[CH:14][CH:15]=[C:16]([O:19][CH3:20])[CH:17]=3)[C:12]([CH2:21][C:22]3[N:27]=[C:26]([C:28]([NH:41][S:38]([CH3:37])(=[O:40])=[O:39])=[O:30])[CH:25]=[CH:24][CH:23]=3)=[C:11]2[C:31]2[CH:32]=[CH:33][CH:34]=[CH:35][CH:36]=2)(=[O:9])=[O:8])[CH:6]=[CH:5][CH:4]=[CH:3][CH:2]=1. The catalyst class is: 112. (5) Reactant: [F:1][C:2]1[CH:3]=[C:4]([C:14](=[O:38])[NH:15][CH2:16][C:17]2[CH:22]=[C:21]([C:23]3[CH:24]=[N:25][C:26]([C:29]([F:32])([F:31])[F:30])=[CH:27][CH:28]=3)[CH:20]=[C:19]([O:33][CH2:34][CH2:35][O:36][CH3:37])[N:18]=2)[N:5](C(OC(C)(C)C)=O)[CH:6]=1.FC(F)(F)C(O)=O. Product: [F:1][C:2]1[CH:3]=[C:4]([C:14]([NH:15][CH2:16][C:17]2[CH:22]=[C:21]([C:23]3[CH:24]=[N:25][C:26]([C:29]([F:31])([F:32])[F:30])=[CH:27][CH:28]=3)[CH:20]=[C:19]([O:33][CH2:34][CH2:35][O:36][CH3:37])[N:18]=2)=[O:38])[NH:5][CH:6]=1. The catalyst class is: 4. (6) The catalyst class is: 3. Reactant: [F:1][C:2]1[CH:3]=[C:4]([OH:9])[CH:5]=[CH:6][C:7]=1[F:8].Cl[CH2:11][C:12]([CH3:14])=[CH2:13].C(=O)([O-])[O-].[K+].[K+]. Product: [F:8][C:7]1[CH:6]=[CH:5][C:4]([O:9][CH2:13][C:12]([CH3:14])=[CH2:11])=[CH:3][C:2]=1[F:1].